Dataset: Forward reaction prediction with 1.9M reactions from USPTO patents (1976-2016). Task: Predict the product of the given reaction. (1) The product is: [Cl:37][C:38]1[CH:43]=[CH:42][C:41]([C:44]2[C:48]([C:49]3[CH:50]=[CH:16][C:15]4[C:10](=[CH:11][CH:12]=[C:13]([C:18]5[N:22]([CH:23]6[CH2:24][CH2:25][CH2:26][CH2:27][CH2:28]6)[C:21]6[CH:29]=[CH:30][C:31]([C:33]([OH:35])=[O:34])=[CH:32][C:20]=6[N:19]=5)[CH:14]=4)[N:9]=3)=[C:47]([CH3:52])[O:46][N:45]=2)=[CH:40][CH:39]=1. Given the reactants BrC1C=CC(O)=C(C2C=[CH:16][C:15]3[C:10](=[CH:11][CH:12]=[C:13]([C:18]4[N:22]([CH:23]5[CH2:28][CH2:27][CH2:26][CH2:25][CH2:24]5)[C:21]5[CH:29]=[CH:30][C:31]([C:33]([OH:35])=[O:34])=[CH:32][C:20]=5[N:19]=4)[CH:14]=3)[N:9]=2)C=1.[Cl:37][C:38]1[CH:43]=[CH:42][C:41]([C:44]2[C:48]([C:49](=O)[CH3:50])=[C:47]([CH3:52])[O:46][N:45]=2)=[CH:40][CH:39]=1.[OH-].[K+], predict the reaction product. (2) Given the reactants [C:1]([N:4]1[C:13]2[C:8](=[CH:9][CH:10]=[CH:11][CH:12]=2)[C:7](=O)[CH2:6][CH:5]1[CH3:15])(=[O:3])[CH3:2].[Si:16]([O:33][CH2:34][C:35]1[CH:40]=[CH:39][C:38]([NH2:41])=[CH:37][CH:36]=1)([C:29]([CH3:32])([CH3:31])[CH3:30])([C:23]1[CH:28]=[CH:27][CH:26]=[CH:25][CH:24]=1)[C:17]1[CH:22]=[CH:21][CH:20]=[CH:19][CH:18]=1, predict the reaction product. The product is: [C:1]([N:4]1[C:13]2[C:8](=[CH:9][CH:10]=[CH:11][CH:12]=2)[C:7](=[N:41][C:38]2[CH:37]=[CH:36][C:35]([CH2:34][O:33][Si:16]([C:29]([CH3:32])([CH3:31])[CH3:30])([C:23]3[CH:24]=[CH:25][CH:26]=[CH:27][CH:28]=3)[C:17]3[CH:22]=[CH:21][CH:20]=[CH:19][CH:18]=3)=[CH:40][CH:39]=2)[CH2:6][CH:5]1[CH3:15])(=[O:3])[CH3:2]. (3) Given the reactants [CH3:1][O:2][C:3]([N:5]1[CH2:10][CH2:9][C:8](=[O:11])[N:7]([CH3:12])[C@@H:6]1[C:13]([CH3:16])([CH3:15])[CH3:14])=[O:4].C[Si]([N-][Si](C)(C)C)(C)C.[Na+].I[CH2:28][C@H:29]([CH2:32][CH2:33][CH3:34])[CH2:30][CH3:31], predict the reaction product. The product is: [CH3:1][O:2][C:3]([N:5]1[CH2:10][C@@H:9]([CH2:28][C@@H:29]([CH2:30][CH3:31])[CH2:32][CH2:33][CH3:34])[C:8](=[O:11])[N:7]([CH3:12])[C@@H:6]1[C:13]([CH3:16])([CH3:15])[CH3:14])=[O:4]. (4) Given the reactants [Cl:1][C:2]1[CH:3]=[C:4]2[C:9](=[CH:10][CH:11]=1)[CH2:8][NH:7][CH2:6][CH2:5]2.[N:12]1([C:18]2[CH:26]=[CH:25][C:24]([N+:27]([O-:29])=[O:28])=[CH:23][C:19]=2[C:20](O)=[O:21])[CH2:17][CH2:16][O:15][CH2:14][CH2:13]1, predict the reaction product. The product is: [Cl:1][C:2]1[CH:3]=[C:4]2[C:9](=[CH:10][CH:11]=1)[CH2:8][N:7]([C:20]([C:19]1[CH:23]=[C:24]([N+:27]([O-:29])=[O:28])[CH:25]=[CH:26][C:18]=1[N:12]1[CH2:17][CH2:16][O:15][CH2:14][CH2:13]1)=[O:21])[CH2:6][CH2:5]2. (5) Given the reactants CC([O-])(CC)C.[Na+].Cl[C:9]1[N:14]=[C:13]2[O:15][C:16]([C:22]3[CH:27]=[CH:26][C:25]([F:28])=[CH:24][CH:23]=3)=[C:17]([C:18](=[O:21])[NH:19][CH3:20])[C:12]2=[CH:11][C:10]=1[C:29]1[CH:30]=[C:31]([CH:35]=[CH:36][C:37]=1[O:38][CH3:39])[C:32]([OH:34])=[O:33].[F:40][C:41]([F:45])([F:44])[CH2:42][NH2:43], predict the reaction product. The product is: [F:28][C:25]1[CH:24]=[CH:23][C:22]([C:16]2[O:15][C:13]3=[N:14][C:9]([NH:43][CH2:42][C:41]([F:45])([F:44])[F:40])=[C:10]([C:29]4[CH:30]=[C:31]([CH:35]=[CH:36][C:37]=4[O:38][CH3:39])[C:32]([OH:34])=[O:33])[CH:11]=[C:12]3[C:17]=2[C:18](=[O:21])[NH:19][CH3:20])=[CH:27][CH:26]=1.